This data is from Catalyst prediction with 721,799 reactions and 888 catalyst types from USPTO. The task is: Predict which catalyst facilitates the given reaction. (1) Reactant: [NH2:1][C:2]1[C:10]2[C:5](=[CH:6][CH:7]=[C:8]([NH2:11])[CH:9]=2)[N:4]([C:12]2[CH:17]=[CH:16][C:15]([O:18][C:19]3[CH:24]=[CH:23][CH:22]=[CH:21][CH:20]=3)=[CH:14][CH:13]=2)[C:3]=1[C:25]([NH2:27])=[O:26].CCN(C(C)C)C(C)C.[C:37](Cl)(=[O:40])[CH:38]=[CH2:39]. Product: [C:37]([NH:11][C:8]1[CH:9]=[C:10]2[C:5](=[CH:6][CH:7]=1)[N:4]([C:12]1[CH:13]=[CH:14][C:15]([O:18][C:19]3[CH:24]=[CH:23][CH:22]=[CH:21][CH:20]=3)=[CH:16][CH:17]=1)[C:3]([C:25]([NH2:27])=[O:26])=[C:2]2[NH2:1])(=[O:40])[CH:38]=[CH2:39]. The catalyst class is: 2. (2) Reactant: [CH3:1][C:2]1[C:8]([N+:9]([O-:11])=[O:10])=[CH:7][CH:6]=[CH:5][C:3]=1[NH2:4].[N:12]([O-])=O.[Na+].O.N. Product: [N+:9]([C:8]1[CH:7]=[CH:6][CH:5]=[C:3]2[C:2]=1[CH:1]=[N:12][NH:4]2)([O-:11])=[O:10]. The catalyst class is: 15.